From a dataset of Full USPTO retrosynthesis dataset with 1.9M reactions from patents (1976-2016). Predict the reactants needed to synthesize the given product. (1) Given the product [CH2:18]=[CH:19][C:20](=[CH2:21])[CH3:22].[C:3](#[N:4])[CH:2]=[CH2:5], predict the reactants needed to synthesize it. The reactants are: Cl[CH:2]([CH3:5])[C:3]#[N:4].N(C(C)(C)C#N)=NC(C)(C)C#N.[CH2:18]=[CH:19][C:20](=[CH2:22])[CH3:21].C(#N)C=C. (2) Given the product [NH2:28][C@H:25]1[CH2:26][CH2:27][N:23]([C:2]2[CH:11]=[CH:10][C:9]3[C:4](=[CH:5][CH:6]=[C:7]([Cl:22])[C:8]=3[NH:12][C:13](=[O:21])[CH2:14][CH:15]3[CH2:20][CH2:19][CH2:18][CH2:17][CH2:16]3)[N:3]=2)[CH2:24]1, predict the reactants needed to synthesize it. The reactants are: Cl[C:2]1[CH:11]=[CH:10][C:9]2[C:4](=[CH:5][CH:6]=[C:7]([Cl:22])[C:8]=2[NH:12][C:13](=[O:21])[CH2:14][CH:15]2[CH2:20][CH2:19][CH2:18][CH2:17][CH2:16]2)[N:3]=1.[NH:23]1[CH2:27][CH2:26][C@H:25]([NH2:28])[CH2:24]1. (3) Given the product [CH2:14]([NH:13][C:11]1[S:12][C:8]([C:6]2[CH:5]=[CH:4][N:3]=[C:2]([NH:37][C:28]3[CH:29]=[CH:30][C:31]([O:32][CH2:33][CH2:34][O:35][CH3:36])=[C:26]([F:25])[CH:27]=3)[N:7]=2)=[C:9]([C:16]2[CH:21]=[C:20]([O:22][CH3:23])[CH:19]=[C:18]([CH3:24])[CH:17]=2)[N:10]=1)[CH3:15], predict the reactants needed to synthesize it. The reactants are: Cl[C:2]1[N:7]=[C:6]([C:8]2[S:12][C:11]([NH:13][CH2:14][CH3:15])=[N:10][C:9]=2[C:16]2[CH:21]=[C:20]([O:22][CH3:23])[CH:19]=[C:18]([CH3:24])[CH:17]=2)[CH:5]=[CH:4][N:3]=1.[F:25][C:26]1[CH:27]=[C:28]([NH2:37])[CH:29]=[CH:30][C:31]=1[O:32][CH2:33][CH2:34][O:35][CH3:36].CC(O)C.Cl. (4) Given the product [Br:1][C:2]1[CH:7]=[CH:6][C:5]([O:8][CH2:17][CH3:18])=[C:4]([CH3:9])[CH:3]=1, predict the reactants needed to synthesize it. The reactants are: [Br:1][C:2]1[CH:7]=[CH:6][C:5]([OH:8])=[C:4]([CH3:9])[CH:3]=1.C(=O)([O-])[O-].[Cs+].[Cs+].I[CH2:17][CH3:18]. (5) Given the product [C:28]([O:32][C:33](=[O:34])[NH:35][CH2:36][C:37](=[O:38])[NH:26][CH2:25][C@H:22]1[CH2:23][CH2:24][C@@H:19]([O:18][C:13]2[CH:14]=[C:15]3[C:10](=[CH:11][CH:12]=2)[O:9][CH:8]([C:3]2[CH:4]=[CH:5][CH:6]=[CH:7][C:2]=2[CH3:27])[CH2:17][CH2:16]3)[CH2:20][CH2:21]1)([CH3:31])([CH3:29])[CH3:30], predict the reactants needed to synthesize it. The reactants are: Cl.[C:2]1([CH3:27])[CH:7]=[CH:6][CH:5]=[CH:4][C:3]=1[CH:8]1[CH2:17][CH2:16][C:15]2[C:10](=[CH:11][CH:12]=[C:13]([O:18][C@@H:19]3[CH2:24][CH2:23][C@H:22]([CH2:25][NH2:26])[CH2:21][CH2:20]3)[CH:14]=2)[O:9]1.[C:28]([O:32][C:33]([NH:35][CH2:36][C:37](O)=[O:38])=[O:34])([CH3:31])([CH3:30])[CH3:29].Cl.CN(C)CCCN=C=NCC.OC1C2N=NNC=2C=CC=1.CN1CCOCC1. (6) Given the product [Cl:18][C:14]1[CH:13]=[CH:12][C:11]([NH:10][C:2]2[N:7]=[C:6]([O:8][CH3:9])[CH:5]=[CH:4][N:3]=2)=[CH:16][C:15]=1[OH:17], predict the reactants needed to synthesize it. The reactants are: Cl[C:2]1[N:7]=[C:6]([O:8][CH3:9])[CH:5]=[CH:4][N:3]=1.[NH2:10][C:11]1[CH:12]=[CH:13][C:14]([Cl:18])=[C:15]([OH:17])[CH:16]=1. (7) Given the product [CH3:34][C:35]([NH:38][CH2:1][C:3]1[S:7][CH:6]=[C:5]([C:8]2[CH:9]=[C:10]3[C:14](=[C:15]([C:17]([NH2:19])=[O:18])[CH:16]=2)[NH:13][CH:12]=[C:11]3[CH:20]2[CH2:21][CH2:22][N:23]([S:26]([CH2:29][CH2:30][CH2:31][O:32][CH3:33])(=[O:27])=[O:28])[CH2:24][CH2:25]2)[CH:4]=1)([CH3:37])[CH3:36], predict the reactants needed to synthesize it. The reactants are: [CH:1]([C:3]1[S:7][CH:6]=[C:5]([C:8]2[CH:9]=[C:10]3[C:14](=[C:15]([C:17]([NH2:19])=[O:18])[CH:16]=2)[NH:13][CH:12]=[C:11]3[CH:20]2[CH2:25][CH2:24][N:23]([S:26]([CH2:29][CH2:30][CH2:31][O:32][CH3:33])(=[O:28])=[O:27])[CH2:22][CH2:21]2)[CH:4]=1)=O.[CH3:34][C:35]([NH2:38])([CH3:37])[CH3:36].[BH4-].[Na+]. (8) The reactants are: [CH3:1][N:2]([CH3:23])[C:3]1[CH:4]=[C:5]([NH:9][CH2:10][C:11]([N:13]([CH2:21][CH3:22])[CH2:14][C:15]2[CH:20]=[CH:19][CH:18]=[CH:17][N:16]=2)=[O:12])[CH:6]=[CH:7][CH:8]=1.CCN(C(C)C)C(C)C.[C:33]([C:36]1[CH:41]=[CH:40][C:39]([S:42](Cl)(=[O:44])=[O:43])=[CH:38][CH:37]=1)(=[O:35])[CH3:34]. Given the product [C:33]([C:36]1[CH:37]=[CH:38][C:39]([S:42]([N:9]([C:5]2[CH:6]=[CH:7][CH:8]=[C:3]([N:2]([CH3:23])[CH3:1])[CH:4]=2)[CH2:10][C:11]([N:13]([CH2:21][CH3:22])[CH2:14][C:15]2[CH:20]=[CH:19][CH:18]=[CH:17][N:16]=2)=[O:12])(=[O:44])=[O:43])=[CH:40][CH:41]=1)(=[O:35])[CH3:34], predict the reactants needed to synthesize it.